This data is from Reaction yield outcomes from USPTO patents with 853,638 reactions. The task is: Predict the reaction yield, written as a fraction of the theoretical maximum amount of product (1.0 means a 100% yield; for example, 0.34 means a 34% yield). (1) The yield is 0.770. The product is [C:17]([C:2]1[CH:3]=[C:4]2[C:9](=[CH:10][C:11]=1[F:12])[O:8][CH2:7][CH2:6][CH:5]2[C:13]([O:15][CH3:16])=[O:14])#[N:18]. No catalyst specified. The reactants are Br[C:2]1[CH:3]=[C:4]2[C:9](=[CH:10][C:11]=1[F:12])[O:8][CH2:7][CH2:6][CH:5]2[C:13]([O:15][CH3:16])=[O:14].[CH3:17][N:18]1CCCC1=O. (2) The reactants are N1C2C(=CC(C(O)=O)=CC=2)C=C1.[H-].[Na+].IC.[CH3:17][N:18]1[C:26]2[C:21](=[CH:22][C:23]([C:27]([O:29]C)=[O:28])=[CH:24][CH:25]=2)[CH:20]=[CH:19]1.[OH-].[Na+]. The catalyst is CN(C=O)C.C1COCC1.CO.O. The product is [CH3:17][N:18]1[C:26]2[C:21](=[CH:22][C:23]([C:27]([OH:29])=[O:28])=[CH:24][CH:25]=2)[CH:20]=[CH:19]1. The yield is 0.960. (3) The catalyst is C1COCC1. The product is [F:1][C:2]1[CH:3]=[C:4]([CH:5]([OH:6])[CH2:2][CH2:3][CH:4]([CH3:7])[CH3:5])[CH:7]=[C:8]([F:10])[CH:9]=1. The yield is 0.660. The reactants are [F:1][C:2]1[CH:3]=[C:4]([CH:7]=[C:8]([F:10])[CH:9]=1)[CH:5]=[O:6]. (4) The reactants are [CH:1]1([C:7]2[C:8]3[CH:9]=[CH:10][C:11]([C:27]([O:29][CH3:30])=[O:28])=[CH:12][C:13]=3[N:14]3[C:21]=2[C:20]2[CH:22]=[CH:23][CH:24]=[CH:25][C:19]=2[O:18][CH2:17][C@@H:16]([OH:26])[CH2:15]3)[CH2:6][CH2:5][CH2:4][CH2:3][CH2:2]1.[OH-].[Na+].[Cl-].[CH2:34]([NH+:41]1[CH2:45][CH2:44][CH2:43][CH:42]1[CH2:46]Cl)[C:35]1[CH:40]=[CH:39][CH:38]=[CH:37][CH:36]=1. The catalyst is C1(C)C=CC=CC=1.[Br-].C([N+](CCCC)(CCCC)CCCC)CCC.CCOC(C)=O. The product is [CH2:34]([N:41]1[CH2:45][CH2:44][CH2:43][CH:42]1[CH2:46][O:26][C@H:16]1[CH2:15][N:14]2[C:13]3[CH:12]=[C:11]([C:27]([O:29][CH3:30])=[O:28])[CH:10]=[CH:9][C:8]=3[C:7]([CH:1]3[CH2:2][CH2:3][CH2:4][CH2:5][CH2:6]3)=[C:21]2[C:20]2[CH:22]=[CH:23][CH:24]=[CH:25][C:19]=2[O:18][CH2:17]1)[C:35]1[CH:40]=[CH:39][CH:38]=[CH:37][CH:36]=1. The yield is 0.800. (5) The reactants are [NH:1]1[C:10]2[C:5](=[CH:6][N:7]=[CH:8][CH:9]=2)[CH:4]=[CH:3][C:2]1=O.P(Cl)(Cl)([Cl:14])=O. No catalyst specified. The product is [Cl:14][C:2]1[CH:3]=[CH:4][C:5]2[C:10](=[CH:9][CH:8]=[N:7][CH:6]=2)[N:1]=1. The yield is 0.585.